Dataset: Reaction yield outcomes from USPTO patents with 853,638 reactions. Task: Predict the reaction yield, written as a fraction of the theoretical maximum amount of product (1.0 means a 100% yield; for example, 0.34 means a 34% yield). The reactants are [Br:1][C:2]1[CH:3]=[C:4]2[C:9](=[CH:10][CH:11]=1)[CH:8]=[N:7][CH:6]=[CH:5]2.S(Cl)([Cl:15])(=O)=O. The catalyst is C(OCC)(=O)C. The product is [Br:1][C:2]1[CH:3]=[C:4]2[C:9](=[CH:10][CH:11]=1)[CH:8]=[N:7][CH:6]=[C:5]2[Cl:15]. The yield is 0.560.